This data is from Full USPTO retrosynthesis dataset with 1.9M reactions from patents (1976-2016). The task is: Predict the reactants needed to synthesize the given product. Given the product [F:40][C:38]1[N:37]=[C:36]2[C:32]([N:33]=[CH:34][N:35]2[CH:41]2[CH2:46][CH2:45][CH2:44][CH2:43][O:42]2)=[C:31]([NH:10][CH:11]([C:14]2[N:15]([C:24]3[CH:29]=[CH:28][CH:27]=[CH:26][CH:25]=3)[C:16](=[O:23])[C:17]3[S:22][CH:21]=[CH:20][C:18]=3[N:19]=2)[CH2:12][CH3:13])[N:39]=1, predict the reactants needed to synthesize it. The reactants are: C(N(CC)C(C)C)(C)C.[NH2:10][CH:11]([C:14]1[N:15]([C:24]2[CH:29]=[CH:28][CH:27]=[CH:26][CH:25]=2)[C:16](=[O:23])[C:17]2[S:22][CH:21]=[CH:20][C:18]=2[N:19]=1)[CH2:12][CH3:13].Cl[C:31]1[N:39]=[C:38]([F:40])[N:37]=[C:36]2[C:32]=1[N:33]=[CH:34][N:35]2[CH:41]1[CH2:46][CH2:45][CH2:44][CH2:43][O:42]1.